This data is from Forward reaction prediction with 1.9M reactions from USPTO patents (1976-2016). The task is: Predict the product of the given reaction. Given the reactants [S:1]1[C:5]2[CH:6]=[CH:7][CH:8]=[CH:9][C:4]=2[N:3]=[C:2]1[O:10][C:11]1[CH:26]=[CH:25][C:14]2[C:15]([CH2:18][CH2:19]OS(C)(=O)=O)=[CH:16][O:17][C:13]=2[CH:12]=1.C([O-])([O-])=O.[K+].[K+].[NH:33]1[CH2:43][CH2:42][CH:36]([C:37]([O:39][CH2:40][CH3:41])=[O:38])[CH2:35][CH2:34]1, predict the reaction product. The product is: [CH2:40]([O:39][C:37]([CH:36]1[CH2:42][CH2:43][N:33]([CH2:19][CH2:18][C:15]2[C:14]3[CH:25]=[CH:26][C:11]([O:10][C:2]4[S:1][C:5]5[CH:6]=[CH:7][CH:8]=[CH:9][C:4]=5[N:3]=4)=[CH:12][C:13]=3[O:17][CH:16]=2)[CH2:34][CH2:35]1)=[O:38])[CH3:41].